This data is from Reaction yield outcomes from USPTO patents with 853,638 reactions. The task is: Predict the reaction yield, written as a fraction of the theoretical maximum amount of product (1.0 means a 100% yield; for example, 0.34 means a 34% yield). (1) The reactants are [Cl:1][C:2]1[CH:7]=[CH:6][C:5]([NH:8][C:9]2[CH:14]=[CH:13][N:12]=[C:11]([N:15]3[CH:23]=[C:22]4[C:17]([CH:18]=[C:19]([N+:24]([O-])=O)[CH:20]=[CH:21]4)=[N:16]3)[N:10]=2)=[CH:4][CH:3]=1.[C:27](OC(=O)C)(=[O:29])[CH3:28]. The catalyst is C(O)(=O)C.[Fe]. The product is [Cl:1][C:2]1[CH:7]=[CH:6][C:5]([NH:8][C:9]2[CH:14]=[CH:13][N:12]=[C:11]([N:15]3[CH:23]=[C:22]4[C:17]([CH:18]=[C:19]([NH:24][C:27](=[O:29])[CH3:28])[CH:20]=[CH:21]4)=[N:16]3)[N:10]=2)=[CH:4][CH:3]=1. The yield is 0.0600. (2) The catalyst is C(O)C. The yield is 0.480. The reactants are [NH2:1][C:2]1[CH:7]=[CH:6][CH:5]=[CH:4][C:3]=1[SH:8].[Br:9][C:10]1[CH:11]=[CH:12][C:13]([CH:16]=O)=[N:14][CH:15]=1. The product is [Br:9][C:10]1[CH:11]=[CH:12][C:13]([C:16]2[S:8][C:3]3[CH:4]=[CH:5][CH:6]=[CH:7][C:2]=3[N:1]=2)=[N:14][CH:15]=1. (3) The reactants are [NH2:1][C:2]1[CH:9]=[CH:8][C:7]([Br:10])=[CH:6][C:3]=1[CH:4]=O.[C:11]1([CH2:17][CH:18]=O)[CH:16]=[CH:15][CH:14]=[CH:13][CH:12]=1.[OH-].[K+].C(O)C. The catalyst is C(O)C. The product is [Br:10][C:7]1[CH:6]=[C:3]2[C:2](=[CH:9][CH:8]=1)[N:1]=[CH:18][C:17]([C:11]1[CH:16]=[CH:15][CH:14]=[CH:13][CH:12]=1)=[CH:4]2. The yield is 0.820. (4) The reactants are [O:1]=[C:2]1[C:6]2([CH2:11][CH2:10][N:9]([C:12]3([C:18]#N)[CH2:17][CH2:16][CH2:15][CH2:14][CH2:13]3)[CH2:8][CH2:7]2)[CH:5]([C:20]2[CH:25]=[CH:24][CH:23]=[CH:22][CH:21]=2)[CH2:4][NH:3]1.[C:26]1([Mg]Br)[CH:31]=[CH:30]C=[CH:28][CH:27]=1. The catalyst is C1COCC1. The product is [C:20]1([CH:5]2[C:6]3([CH2:7][CH2:8][N:9]([C:12]4([C:18]5[CH:30]=[CH:31][CH:26]=[CH:27][CH:28]=5)[CH2:17][CH2:16][CH2:15][CH2:14][CH2:13]4)[CH2:10][CH2:11]3)[C:2](=[O:1])[NH:3][CH2:4]2)[CH:25]=[CH:24][CH:23]=[CH:22][CH:21]=1. The yield is 0.940. (5) The reactants are Br[CH2:2][C:3]1[O:7][C:6]2[C:8]([O:14]C(=O)C)=[C:9]([O:12][CH3:13])[CH:10]=[CH:11][C:5]=2[C:4]=1[C:18](=[O:31])[C:19]1[CH:24]=[C:23]([O:25][CH3:26])[C:22]([O:27][CH3:28])=[C:21]([O:29][CH3:30])[CH:20]=1.C(=O)([O-])[O-].[K+].[K+].[NH:38]1[CH:42]=[CH:41][N:40]=[CH:39]1. The catalyst is C(#N)C. The product is [N:38]1([CH2:2][C:3]2[O:7][C:6]3[C:8]([OH:14])=[C:9]([O:12][CH3:13])[CH:10]=[CH:11][C:5]=3[C:4]=2[C:18](=[O:31])[C:19]2[CH:20]=[C:21]([O:29][CH3:30])[C:22]([O:27][CH3:28])=[C:23]([O:25][CH3:26])[CH:24]=2)[CH:42]=[CH:41][N:40]=[CH:39]1. The yield is 0.190. (6) The reactants are [O:1]1[CH2:6][CH2:5][CH:4]([NH:7][CH2:8][C:9]([OH:11])=[O:10])[CH2:3][CH2:2]1.CCN(CC)CC.[O:19](C(OC(C)(C)C)=O)[C:20]([O:22][C:23]([CH3:26])([CH3:25])[CH3:24])=O.Cl.O.P. The catalyst is CN(C=O)C. The product is [C:23]([O:22][C:20]([N:7]([CH:4]1[CH2:3][CH2:2][O:1][CH2:6][CH2:5]1)[CH2:8][C:9]([OH:11])=[O:10])=[O:19])([CH3:26])([CH3:25])[CH3:24]. The yield is 0.430. (7) The reactants are [F:1][C:2]([F:42])([F:41])[C:3]1[CH:4]=[C:5]([C@H:13]2[O:17][C:16](=[O:18])[N:15]([CH2:19][C:20]3[C:25](B4OC(C)(C)C(C)(C)O4)=[CH:24][N:23]=[C:22]([N:35]4[CH2:38][CH:37]([F:39])[CH2:36]4)[N:21]=3)[C@H:14]2[CH3:40])[CH:6]=[C:7]([C:9]([F:12])([F:11])[F:10])[CH:8]=1.Cl[C:44]1[CH:45]=[C:46]([C:51]2[CH:63]=[CH:62][C:54]([C:55]([O:57][C:58]([CH3:61])([CH3:60])[CH3:59])=[O:56])=[CH:53][C:52]=2[CH3:64])[CH:47]=[N:48][C:49]=1[CH3:50].P([O-])([O-])([O-])=O.[K+].[K+].[K+].O1CCOCC1. The catalyst is [Pd](Cl)Cl.O. The product is [F:12][C:9]([F:10])([F:11])[C:7]1[CH:6]=[C:5]([C@H:13]2[O:17][C:16](=[O:18])[N:15]([CH2:19][C:20]3[C:25]([C:44]4[CH:45]=[C:46]([C:51]5[CH:63]=[CH:62][C:54]([C:55]([O:57][C:58]([CH3:60])([CH3:61])[CH3:59])=[O:56])=[CH:53][C:52]=5[CH3:64])[CH:47]=[N:48][C:49]=4[CH3:50])=[CH:24][N:23]=[C:22]([N:35]4[CH2:36][CH:37]([F:39])[CH2:38]4)[N:21]=3)[C@H:14]2[CH3:40])[CH:4]=[C:3]([C:2]([F:42])([F:41])[F:1])[CH:8]=1. The yield is 0.460. (8) The reactants are Br[C:2]1[N:7]=[C:6]([CH3:8])[C:5]([NH2:9])=[CH:4][CH:3]=1.[CH3:10][S:11]([O-:13])=[O:12].[Na+].CNCCNC.O. The catalyst is CS(C)=O. The product is [CH3:8][C:6]1[C:5]([NH2:9])=[CH:4][CH:3]=[C:2]([S:11]([CH3:10])(=[O:13])=[O:12])[N:7]=1. The yield is 0.600.